Dataset: Catalyst prediction with 721,799 reactions and 888 catalyst types from USPTO. Task: Predict which catalyst facilitates the given reaction. (1) Reactant: [C:1]([BH3-])#[N:2].[Na+].N[C:6]1[CH:7]=[C:8]([CH2:21][OH:22])[CH:9]=[C:10]([C:12]([CH3:20])([CH3:19])[O:13][SiH2:14][C:15]([CH3:18])([CH3:17])[CH3:16])[CH:11]=1.[CH2:23]=O. Product: [C:15]([SiH2:14][O:13][C:12]([CH3:20])([CH3:19])[C:10]1[CH:9]=[C:8]([CH2:21][OH:22])[CH:7]=[C:6]([N:2]([CH3:1])[CH3:23])[CH:11]=1)([CH3:18])([CH3:17])[CH3:16]. The catalyst class is: 466. (2) Reactant: [CH2:1]([C:4]1[C:12]2[N:11]=[C:10]([CH2:13][O:14][C:15]3[CH:20]=[CH:19][C:18]([Cl:21])=[CH:17][CH:16]=3)[N:9]([CH2:22][CH2:23][CH2:24][CH:25]3[CH2:30][CH2:29][N:28](C(OC(C)(C)C)=O)[CH2:27][CH2:26]3)[C:8]=2[CH:7]=[CH:6][CH:5]=1)[CH:2]=[CH2:3].[F:38][C:39]([F:44])([F:43])[C:40]([OH:42])=[O:41]. Product: [F:38][C:39]([F:44])([F:43])[C:40]([OH:42])=[O:41].[CH2:1]([C:4]1[C:12]2[N:11]=[C:10]([CH2:13][O:14][C:15]3[CH:20]=[CH:19][C:18]([Cl:21])=[CH:17][CH:16]=3)[N:9]([CH2:22][CH2:23][CH2:24][CH:25]3[CH2:26][CH2:27][NH:28][CH2:29][CH2:30]3)[C:8]=2[CH:7]=[CH:6][CH:5]=1)[CH:2]=[CH2:3]. The catalyst class is: 2. (3) Reactant: [CH2:1]([O:8][C:9]1[C:10]([CH3:17])=[N:11][CH:12]=[CH:13][C:14]=1[CH2:15]O)[C:2]1[CH:7]=[CH:6][CH:5]=[CH:4][CH:3]=1.C[C:19](C)([OH:22])C#N.C(P(CCCC)CCCC)CCC.N(C(N1CCCCC1)=O)=NC(N1CCCCC1)=[O:40]. Product: [CH2:1]([O:8][C:9]1[C:10]([CH3:17])=[N:11][CH:12]=[CH:13][C:14]=1[CH2:15][C:19]([OH:22])=[O:40])[C:2]1[CH:7]=[CH:6][CH:5]=[CH:4][CH:3]=1. The catalyst class is: 7. (4) Reactant: [C:1]([CH:3]([CH:7]1[C:11]([Cl:12])=[C:10](Cl)C(=O)O1)[C:4]([NH2:6])=[O:5])#[N:2].Cl.[CH3:16][CH:17]([CH3:30])[CH2:18][S:19]([C:22]1[CH:27]=[CH:26][CH:25]=[CH:24][C:23]=1[CH2:28][NH2:29])(=[O:21])=[O:20].C(=O)([O-])[O-].[K+].[K+].[OH-].[Na+]. Product: [ClH:12].[Cl:12][C:11]1[CH:7]=[C:3]([C:4]([NH2:6])=[O:5])[C:1](=[NH:2])[N:29]([CH2:28][C:23]2[CH:24]=[CH:25][CH:26]=[CH:27][C:22]=2[S:19]([CH2:18][CH:17]([CH3:30])[CH3:16])(=[O:21])=[O:20])[CH:10]=1. The catalyst class is: 8. (5) Reactant: [N-:1]=[N+:2]=[N-:3].[Na+].CS(O[CH2:10][C@@H:11]([NH:24][C:25]([O:27][C:28]([CH3:31])([CH3:30])[CH3:29])=[O:26])[CH2:12][CH2:13][CH2:14][CH2:15][NH:16][C:17]([O:19][C:20]([CH3:23])([CH3:22])[CH3:21])=[O:18])(=O)=O. The catalyst class is: 9. Product: [C:20]([O:19][C:17](=[O:18])[NH:16][CH2:15][CH2:14][CH2:13][CH2:12][C@H:11]([NH:24][C:25]([O:27][C:28]([CH3:31])([CH3:30])[CH3:29])=[O:26])[CH2:10][N:1]=[N+:2]=[N-:3])([CH3:23])([CH3:21])[CH3:22]. (6) Reactant: [Cl:1][C:2]1[CH:7]=[C:6]([Cl:8])[CH:5]=[C:4]([Cl:9])[CH:3]=1.[Br:10][CH2:11][C:12](Br)=[O:13].[Cl-].[Al+3].[Cl-].[Cl-].O. Product: [Br:10][CH2:11][C:12]([C:7]1[C:2]([Cl:1])=[CH:3][C:4]([Cl:9])=[CH:5][C:6]=1[Cl:8])=[O:13]. The catalyst class is: 13.